This data is from Peptide-MHC class II binding affinity with 134,281 pairs from IEDB. The task is: Regression. Given a peptide amino acid sequence and an MHC pseudo amino acid sequence, predict their binding affinity value. This is MHC class II binding data. (1) The peptide sequence is YDKWLANVSTVLTGK. The MHC is DRB1_1001 with pseudo-sequence DRB1_1001. The binding affinity (normalized) is 0.636. (2) The peptide sequence is VCGMFTNRSGSQQ. The MHC is HLA-DPA10103-DPB10401 with pseudo-sequence HLA-DPA10103-DPB10401. The binding affinity (normalized) is 0. (3) The peptide sequence is GAMRVTKDTNDNNLY. The MHC is DRB3_0202 with pseudo-sequence DRB3_0202. The binding affinity (normalized) is 0.327.